From a dataset of Full USPTO retrosynthesis dataset with 1.9M reactions from patents (1976-2016). Predict the reactants needed to synthesize the given product. Given the product [F:25][C:19]1[CH:20]=[C:21]([F:24])[CH:22]=[CH:23][C:18]=1[C:14]1[NH:13][C:37]2[CH2:36][O:35][C:33](=[O:34])[C:32]=2[CH:11]([C:8]2[CH:9]=[C:10]3[C:5](=[CH:6][CH:7]=2)[NH:4][N:3]=[C:2]3[CH3:1])[C:15]=1[C:16]#[N:17], predict the reactants needed to synthesize it. The reactants are: [CH3:1][C:2]1[C:10]2[C:5](=[CH:6][CH:7]=[C:8]([CH:11]=O)[CH:9]=2)[NH:4][N:3]=1.[NH2:13][C:14]([C:18]1[CH:23]=[CH:22][C:21]([F:24])=[CH:20][C:19]=1[F:25])=[CH:15][C:16]#[N:17].[C:33]([O:35][CH2:36][C:37](=O)[CH2:32][C:33]([O:35][CH2:36][CH3:37])=[O:34])(=[O:34])[CH3:32].Cl.